This data is from Retrosynthesis with 50K atom-mapped reactions and 10 reaction types from USPTO. The task is: Predict the reactants needed to synthesize the given product. Given the product COC(=O)c1c(C)cc(OCc2ccccc2)cc1C(=O)O, predict the reactants needed to synthesize it. The reactants are: COC(=O)c1cc(OCc2ccccc2)cc(C)c1C(=O)OC.